Dataset: NCI-60 drug combinations with 297,098 pairs across 59 cell lines. Task: Regression. Given two drug SMILES strings and cell line genomic features, predict the synergy score measuring deviation from expected non-interaction effect. (1) Drug 1: C1CN1C2=NC(=NC(=N2)N3CC3)N4CC4. Drug 2: C1C(C(OC1N2C=NC(=NC2=O)N)CO)O. Cell line: SR. Synergy scores: CSS=67.7, Synergy_ZIP=-0.292, Synergy_Bliss=0.944, Synergy_Loewe=0.891, Synergy_HSA=2.76. (2) Drug 1: C1=C(C(=O)NC(=O)N1)N(CCCl)CCCl. Drug 2: CS(=O)(=O)CCNCC1=CC=C(O1)C2=CC3=C(C=C2)N=CN=C3NC4=CC(=C(C=C4)OCC5=CC(=CC=C5)F)Cl. Cell line: HCT-15. Synergy scores: CSS=18.1, Synergy_ZIP=1.08, Synergy_Bliss=2.11, Synergy_Loewe=-0.702, Synergy_HSA=0.423. (3) Drug 1: CCC1=CC2CC(C3=C(CN(C2)C1)C4=CC=CC=C4N3)(C5=C(C=C6C(=C5)C78CCN9C7C(C=CC9)(C(C(C8N6C)(C(=O)OC)O)OC(=O)C)CC)OC)C(=O)OC.C(C(C(=O)O)O)(C(=O)O)O. Drug 2: CC1=C(C(=CC=C1)Cl)NC(=O)C2=CN=C(S2)NC3=CC(=NC(=N3)C)N4CCN(CC4)CCO. Cell line: MDA-MB-435. Synergy scores: CSS=50.4, Synergy_ZIP=4.15, Synergy_Bliss=2.54, Synergy_Loewe=-10.4, Synergy_HSA=0.0662. (4) Drug 1: CNC(=O)C1=CC=CC=C1SC2=CC3=C(C=C2)C(=NN3)C=CC4=CC=CC=N4. Drug 2: CCC1(CC2CC(C3=C(CCN(C2)C1)C4=CC=CC=C4N3)(C5=C(C=C6C(=C5)C78CCN9C7C(C=CC9)(C(C(C8N6C)(C(=O)OC)O)OC(=O)C)CC)OC)C(=O)OC)O.OS(=O)(=O)O. Cell line: MDA-MB-231. Synergy scores: CSS=17.3, Synergy_ZIP=-6.01, Synergy_Bliss=-2.99, Synergy_Loewe=-27.7, Synergy_HSA=-6.62. (5) Drug 1: CC1=C(C(CCC1)(C)C)C=CC(=CC=CC(=CC(=O)O)C)C. Drug 2: C1=CN(C=N1)CC(O)(P(=O)(O)O)P(=O)(O)O. Cell line: IGROV1. Synergy scores: CSS=2.54, Synergy_ZIP=-0.414, Synergy_Bliss=0.573, Synergy_Loewe=0.339, Synergy_HSA=0.729.